This data is from Forward reaction prediction with 1.9M reactions from USPTO patents (1976-2016). The task is: Predict the product of the given reaction. (1) Given the reactants O1[CH2:5][CH2:4][N:3]([CH2:6][CH2:7]O)[CH2:2]1.[CH3:9][N:10]1[C:22]2[CH2:21][CH2:20]C[C:18](=[O:23])[C:17]=2[C:16]2[C:11]1=[CH:12][CH:13]=[CH:14][CH:15]=2.CS(O)(=O)=O.C[C:30]1[NH:31]C=CN=1, predict the reaction product. The product is: [CH3:9][N:10]1[C:22]2[CH2:21][CH2:20][CH:7]([CH2:6][N:3]3[CH:2]=[CH:30][N:31]=[C:4]3[CH3:5])[C:18](=[O:23])[C:17]=2[C:16]2[C:11]1=[CH:12][CH:13]=[CH:14][CH:15]=2. (2) Given the reactants [CH2:1]([O:8][C:9]([NH:11][C:12]([CH3:17])([CH3:16])[C:13]([OH:15])=O)=[O:10])[C:2]1[CH:7]=[CH:6][CH:5]=[CH:4][CH:3]=1.C(N1C=CN=C1)(N1C=CN=C1)=O.[NH2:30][CH2:31][CH2:32][OH:33], predict the reaction product. The product is: [CH2:1]([O:8][C:9]([NH:11][C:12]([CH3:17])([CH3:16])[C:13]([NH:30][CH2:31][CH2:32][OH:33])=[O:15])=[O:10])[C:2]1[CH:3]=[CH:4][CH:5]=[CH:6][CH:7]=1. (3) Given the reactants [F:1][C:2]1[CH:3]=[N:4][C:5]([NH:11][C:12]2[CH:17]=[CH:16][CH:15]=[CH:14][CH:13]=2)=[C:6]([CH:10]=1)[C:7]([OH:9])=O.Cl.[NH2:19][C:20]([CH3:25])([CH2:23][CH3:24])[C:21]#[CH:22].C1C=CC2N(O)N=NC=2C=1.CCN=C=NCCCN(C)C.CCN(C(C)C)C(C)C, predict the reaction product. The product is: [F:1][C:2]1[CH:3]=[N:4][C:5]([NH:11][C:12]2[CH:17]=[CH:16][CH:15]=[CH:14][CH:13]=2)=[C:6]([CH:10]=1)[C:7]([NH:19][C:20]([CH3:25])([CH2:23][CH3:24])[C:21]#[CH:22])=[O:9]. (4) Given the reactants [C:1]([O:5][C:6]([N:8]1[CH2:15][CH2:14][CH2:13][C@H:9]1[C:10]([OH:12])=O)=[O:7])([CH3:4])([CH3:3])[CH3:2].[NH:16]1[CH2:21][CH2:20][CH2:19][CH2:18][CH2:17]1, predict the reaction product. The product is: [C:1]([O:5][C:6]([N:8]1[CH2:15][CH2:14][CH2:13][C@H:9]1[C:10]([N:16]1[CH2:21][CH2:20][CH2:19][CH2:18][CH2:17]1)=[O:12])=[O:7])([CH3:2])([CH3:3])[CH3:4]. (5) Given the reactants II.C1(P(C2C=CC=CC=2)C2C=CC=CC=2)C=CC=CC=1.C(N(CC)CC)C.[C:29]([NH:32][NH:33][C:34](=O)[CH2:35][N:36]1[C:40]([CH2:41][CH3:42])=[C:39]([O:43][C:44]2[CH:49]=[CH:48][C:47]([C:50]#[N:51])=[CH:46][CH:45]=2)[C:38]([CH2:52][CH3:53])=[N:37]1)(=[O:31])[CH3:30], predict the reaction product. The product is: [CH2:52]([C:38]1[C:39]([O:43][C:44]2[CH:45]=[CH:46][C:47]([C:50]#[N:51])=[CH:48][CH:49]=2)=[C:40]([CH2:41][CH3:42])[N:36]([CH2:35][C:34]2[O:31][C:29]([CH3:30])=[N:32][N:33]=2)[N:37]=1)[CH3:53]. (6) The product is: [I:11][C:12]1[CH:13]=[CH:14][C:15]([C:18]2[C:19]3[NH:23][C:22]([C:24]([C:61]4[CH:66]=[CH:65][C:64]([CH3:67])=[CH:63][CH:62]=4)=[C:25]4[N:60]=[C:28]([C:29]([C:53]5[CH:58]=[CH:57][C:56]([CH3:59])=[CH:55][CH:54]=5)=[C:30]5[NH:52][C:33](=[C:34]([C:40]6[CH:45]=[CH:44][C:43]([CH3:46])=[CH:42][CH:41]=6)[C:35]6[CH:36]=[CH:37][C:38]=2[N:39]=6)[CH:32]=[CH:31]5)[CH:27]=[CH:26]4)=[CH:21][CH:20]=3)=[CH:16][CH:17]=1. Given the reactants [Li]N([Si](C)(C)C)[Si](C)(C)C.[I:11][C:12]1[CH:17]=[CH:16][C:15]([C:18]2[C:19]3[NH:23][C:22]([C:24]([C:61]4[CH:66]=[CH:65][C:64]([CH3:67])=[CH:63][CH:62]=4)=[C:25]4[N:60]=[C:28]([C:29]([C:53]5[CH:58]=[CH:57][C:56]([CH3:59])=[CH:55][CH:54]=5)=[C:30]5[NH:52][C:33](=[C:34]([C:40]6[CH:45]=[CH:44][C:43]([C:46]#C[Si](C)(C)C)=[CH:42][CH:41]=6)[C:35]6[CH:36]=[CH:37][C:38]=2[N:39]=6)[CH:32]=[CH:31]5)[CH:27]=[CH:26]4)=[CH:21][CH:20]=3)=[CH:14][CH:13]=1, predict the reaction product.